This data is from Full USPTO retrosynthesis dataset with 1.9M reactions from patents (1976-2016). The task is: Predict the reactants needed to synthesize the given product. (1) Given the product [CH2:7]([N:14]1[CH2:19][CH2:18][CH:17]([NH:20][C:21]2[N:22]=[CH:23][C:24]([CH2:25][OH:26])=[CH:29][CH:30]=2)[CH2:16][CH2:15]1)[C:8]1[CH:9]=[CH:10][CH:11]=[CH:12][CH:13]=1, predict the reactants needed to synthesize it. The reactants are: [H-].[Al+3].[Li+].[H-].[H-].[H-].[CH2:7]([N:14]1[CH2:19][CH2:18][CH:17]([NH:20][C:21]2[CH:30]=[CH:29][C:24]([C:25](OC)=[O:26])=[CH:23][N:22]=2)[CH2:16][CH2:15]1)[C:8]1[CH:13]=[CH:12][CH:11]=[CH:10][CH:9]=1.O.[OH-].[Na+]. (2) Given the product [F:21][C:22]([F:33])([F:32])[C:23]([NH:1][CH2:2][CH2:3][O:4][CH2:5][CH2:6][O:7][CH2:8][CH2:9][O:10][CH2:11][CH2:12][OH:13])=[O:24], predict the reactants needed to synthesize it. The reactants are: [NH2:1][CH2:2][CH2:3][O:4][CH2:5][CH2:6][O:7][CH2:8][CH2:9][O:10][CH2:11][CH2:12][OH:13].C(N(CC)CC)C.[F:21][C:22]([F:33])([F:32])[C:23](O[C:23](=[O:24])[C:22]([F:33])([F:32])[F:21])=[O:24]. (3) Given the product [O:1]=[C:2]([C:11]1[CH:12]=[CH:13][CH:14]=[CH:15][CH:16]=1)[CH2:3][NH:4][C:5](=[O:10])[CH2:6][CH2:7][C:8]#[CH:9], predict the reactants needed to synthesize it. The reactants are: [OH:1][CH:2]([C:11]1[CH:16]=[CH:15][CH:14]=[CH:13][CH:12]=1)[CH2:3][NH:4][C:5](=[O:10])[CH2:6][CH2:7][C:8]#[CH:9].C1C=C[NH+]=CC=1.[O-][Cr](Cl)(=O)=O.